Dataset: Forward reaction prediction with 1.9M reactions from USPTO patents (1976-2016). Task: Predict the product of the given reaction. (1) Given the reactants [C:1]([O:5][C:6]([N:8]1[CH2:13][CH2:12][N:11]2[C:14]([C:21]3[CH:22]=[N:23][CH:24]=[CH:25][CH:26]=3)=[C:15]([Cl:20])[C:16]([C:17](=O)[NH2:18])=[C:10]2[CH2:9]1)=[O:7])([CH3:4])([CH3:3])[CH3:2].COC1C=CC(P(=S)=[S:36])=CC=1, predict the reaction product. The product is: [C:1]([O:5][C:6]([N:8]1[CH2:13][CH2:12][N:11]2[C:14]([C:21]3[CH:22]=[N:23][CH:24]=[CH:25][CH:26]=3)=[C:15]([Cl:20])[C:16]([C:17](=[S:36])[NH2:18])=[C:10]2[CH2:9]1)=[O:7])([CH3:4])([CH3:3])[CH3:2]. (2) The product is: [CH2:17]([N:15]([CH3:16])[C:13](=[O:14])[C:12]1[CH:21]=[C:22]([C:33]([N:35]2[CH2:43][C:42]3[C:37](=[CH:38][CH:39]=[C:40]([OH:44])[CH:41]=3)[CH2:36]2)=[O:34])[C:23]([OH:25])=[CH:24][C:11]=1[OH:10])[CH2:18][CH2:19][CH3:20]. Given the reactants [H][H].C([O:10][C:11]1[CH:24]=[C:23]([O:25]CC2C=CC=CC=2)[C:22]([C:33]([N:35]2[CH2:43][C:42]3[C:37](=[CH:38][CH:39]=[C:40]([OH:44])[CH:41]=3)[CH2:36]2)=[O:34])=[CH:21][C:12]=1[C:13]([N:15]([CH2:17][CH2:18][CH2:19][CH3:20])[CH3:16])=[O:14])C1C=CC=CC=1, predict the reaction product. (3) Given the reactants [F:1][C:2]1([F:49])[CH2:7][C@H:6]([O:8][C:9]2[CH:14]=[C:13]([F:15])[C:12]([S:16]([N:19](CC3C=CC(OC)=CC=3OC)[C:20]3[CH:25]=[CH:24][N:23]=[CH:22][N:21]=3)(=[O:18])=[O:17])=[C:11]([F:37])[CH:10]=2)[C@@H:5]([C:38]2[CH:39]=[N:40][N:41](C3CCCCO3)[CH:42]=2)[CH2:4][CH2:3]1.C([SiH](CC)CC)C.FC(F)(F)C(O)=O.ClCCl, predict the reaction product. The product is: [F:49][C:2]1([F:1])[CH2:7][C@H:6]([O:8][C:9]2[CH:14]=[C:13]([F:15])[C:12]([S:16]([NH:19][C:20]3[CH:25]=[CH:24][N:23]=[CH:22][N:21]=3)(=[O:17])=[O:18])=[C:11]([F:37])[CH:10]=2)[C@@H:5]([C:38]2[CH:42]=[N:41][NH:40][CH:39]=2)[CH2:4][CH2:3]1. (4) Given the reactants [NH2:1][C:2]1[C:10]2[C:5](=[N:6][C:7]([C:11]3[CH:12]=[C:13]([CH:20]=[CH:21][C:22]=3[CH3:23])[C:14]([NH:16][CH:17]3[CH2:19][CH2:18]3)=[O:15])=[CH:8][CH:9]=2)[NH:4][N:3]=1.[F:24][C:25]1[CH:30]=[CH:29][C:28]([S:31](Cl)(=[O:33])=[O:32])=[CH:27][CH:26]=1, predict the reaction product. The product is: [CH:17]1([NH:16][C:14](=[O:15])[C:13]2[CH:20]=[CH:21][C:22]([CH3:23])=[C:11]([C:7]3[N:6]=[C:5]4[NH:4][N:3]=[C:2]([NH:1][S:31]([C:28]5[CH:29]=[CH:30][C:25]([F:24])=[CH:26][CH:27]=5)(=[O:33])=[O:32])[C:10]4=[CH:9][CH:8]=3)[CH:12]=2)[CH2:18][CH2:19]1. (5) Given the reactants [NH2:1][C:2]1[CH:3]=[C:4]2[C:9](=[CH:10][CH:11]=1)[N:8]=[C:7]([CH3:12])[N:6]=[C:5]2[N:13]([C:15]1[CH:20]=[CH:19][C:18]([O:21][CH3:22])=[CH:17][CH:16]=1)[CH3:14].C(N(CC)CC)C.[C:30](Cl)(=[O:32])[CH3:31], predict the reaction product. The product is: [C:30]([NH:1][C:2]1[CH:3]=[C:4]2[C:9](=[CH:10][CH:11]=1)[N:8]=[C:7]([CH3:12])[N:6]=[C:5]2[N:13]([C:15]1[CH:20]=[CH:19][C:18]([O:21][CH3:22])=[CH:17][CH:16]=1)[CH3:14])(=[O:32])[CH3:31]. (6) Given the reactants [CH3:1][C:2]([CH3:36])([CH2:5][C@@:6]1([C:30]2[CH:35]=[CH:34][CH:33]=[CH:32][CH:31]=2)[O:11][C:10](=[O:12])[N:9]([C@H:13]([C:15]2[CH:20]=[CH:19][C:18](B3OC(C)(C)C(C)(C)O3)=[CH:17][CH:16]=2)[CH3:14])[CH2:8][CH2:7]1)[C:3]#[N:4].Cl[C:38]1[CH:39]=[CH:40][C:41](=[O:44])[NH:42][N:43]=1.C([O-])([O-])=O.[Cs+].[Cs+], predict the reaction product. The product is: [CH3:1][C:2]([CH3:36])([CH2:5][C@@:6]1([C:30]2[CH:31]=[CH:32][CH:33]=[CH:34][CH:35]=2)[O:11][C:10](=[O:12])[N:9]([C@H:13]([C:15]2[CH:16]=[CH:17][C:18]([C:38]3[CH:39]=[CH:40][C:41](=[O:44])[NH:42][N:43]=3)=[CH:19][CH:20]=2)[CH3:14])[CH2:8][CH2:7]1)[C:3]#[N:4]. (7) Given the reactants [O:1]1[CH2:6][CH2:5][CH2:4][CH2:3][CH:2]1[CH2:7][OH:8].C(OC1C(OC(=O)C)=C(I)C=CC=1)(=[O:11])C.CC1(C)N([O])C(C)(C)CCC1, predict the reaction product. The product is: [O:1]1[CH2:6][CH2:5][CH2:4][CH2:3][CH:2]1[C:7]([OH:11])=[O:8]. (8) The product is: [ClH:23].[NH2:10][CH2:9][CH2:8][C:5]1[CH:6]=[CH:7][N:2]([CH3:1])[C:3](=[O:21])[CH:4]=1. Given the reactants [CH3:1][N:2]1[CH:7]=[CH:6][C:5]([CH2:8][CH2:9][N:10]2C(=O)C3C(=CC=CC=3)C2=O)=[CH:4][C:3]1=[O:21].O.[ClH:23], predict the reaction product.